Dataset: Full USPTO retrosynthesis dataset with 1.9M reactions from patents (1976-2016). Task: Predict the reactants needed to synthesize the given product. Given the product [CH3:1][O:2][C@@H:3]1[CH2:7][NH:6][C@H:5]([C:18]([NH:19][C:20]2[CH:25]=[N:24][CH:23]=[CH:22][N:21]=2)=[O:26])[CH2:4]1, predict the reactants needed to synthesize it. The reactants are: [CH3:1][O:2][C@@H:3]1[CH2:7][N:6](C(OCC2C=CC=CC=2)=O)[C@H:5]([C:18](=[O:26])[NH:19][C:20]2[CH:25]=[N:24][CH:23]=[CH:22][N:21]=2)[CH2:4]1.